This data is from Reaction yield outcomes from USPTO patents with 853,638 reactions. The task is: Predict the reaction yield, written as a fraction of the theoretical maximum amount of product (1.0 means a 100% yield; for example, 0.34 means a 34% yield). (1) The reactants are [CH3:1][Li].[OH:3][C:4]1[C:5]([CH3:23])=[C:6]2[C:11](=[C:12]([CH3:15])[C:13]=1[CH3:14])[O:10][C:9]([CH3:20])([C:16](NC)=[O:17])[CH:8](OC)[CH2:7]2.[NH4+].[Cl-]. The catalyst is C1COCC1. The product is [OH:3][C:4]1[C:5]([CH3:23])=[C:6]2[C:11](=[C:12]([CH3:15])[C:13]=1[CH3:14])[O:10][C:9]([C:16](=[O:17])[CH3:1])([CH3:20])[CH2:8][CH2:7]2. The yield is 0.807. (2) The reactants are [NH2:1][CH:2]([C:5]1[CH:10]=[CH:9][C:8]([F:11])=[C:7]([F:12])[CH:6]=1)[CH2:3][OH:4].[C:13](O[C:13]([O:15][C:16]([CH3:19])([CH3:18])[CH3:17])=[O:14])([O:15][C:16]([CH3:19])([CH3:18])[CH3:17])=[O:14]. The catalyst is C(Cl)(Cl)Cl. The product is [C:16]([O:15][C:13](=[O:14])[NH:1][CH:2]([C:5]1[CH:10]=[CH:9][C:8]([F:11])=[C:7]([F:12])[CH:6]=1)[CH2:3][OH:4])([CH3:19])([CH3:18])[CH3:17]. The yield is 0.740.